This data is from Peptide-MHC class II binding affinity with 134,281 pairs from IEDB. The task is: Regression. Given a peptide amino acid sequence and an MHC pseudo amino acid sequence, predict their binding affinity value. This is MHC class II binding data. The peptide sequence is DANNYEQQEQASQQI. The binding affinity (normalized) is 0.230. The MHC is DRB4_0101 with pseudo-sequence DRB4_0103.